From a dataset of Full USPTO retrosynthesis dataset with 1.9M reactions from patents (1976-2016). Predict the reactants needed to synthesize the given product. (1) Given the product [CH3:3][C:4]1[C:16]2[C:15]3[C:10](=[CH:11][CH:12]=[CH:13][CH:14]=3)[N:9]([S:21]([CH3:20])(=[O:23])=[O:22])[C:8]=2[CH:7]=[CH:6][C:5]=1[N+:17]([O-:19])=[O:18], predict the reactants needed to synthesize it. The reactants are: [H-].[Na+].[CH3:3][C:4]1[C:16]2[C:15]3[C:10](=[CH:11][CH:12]=[CH:13][CH:14]=3)[NH:9][C:8]=2[CH:7]=[CH:6][C:5]=1[N+:17]([O-:19])=[O:18].[CH3:20][S:21](Cl)(=[O:23])=[O:22]. (2) Given the product [O:59]1[CH:60]=[N:61][N:62]=[C:58]1[C@H:57]1[N:49]2[C@@H:50]([S:51][CH2:52][CH2:53][C@H:47]([NH:46][C:9](=[O:10])[C@@H:8]([CH2:1][C:2]3[CH:7]=[CH:6][CH:5]=[CH:4][CH:3]=3)[CH2:12][CH2:13][C@H:14]([CH2:32][C:33]3[CH:38]=[CH:37][CH:36]=[CH:35][CH:34]=3)[C:15]([NH:16][C@H:17]3[CH2:23][CH2:22][CH2:21][CH2:20][N:19]([C:24]4[CH:25]=[CH:26][CH:27]=[CH:28][CH:29]=4)[C:18]3=[O:30])=[O:31])[C:48]2=[O:63])[CH2:54][CH2:55][CH2:56]1, predict the reactants needed to synthesize it. The reactants are: [CH2:1]([C@@H:8]([CH2:12][CH2:13][C@H:14]([CH2:32][C:33]1[CH:38]=[CH:37][CH:36]=[CH:35][CH:34]=1)[C:15](=[O:31])[NH:16][C@@H:17]1[CH2:23][CH2:22][CH2:21][CH2:20][N:19]([C:24]2[CH:29]=[CH:28][CH:27]=[CH:26][CH:25]=2)[C:18]1=[O:30])[C:9](O)=[O:10])[C:2]1[CH:7]=[CH:6][CH:5]=[CH:4][CH:3]=1.FC(F)(F)C(O)=O.[NH2:46][C@H:47]1[CH2:53][CH2:52][S:51][C@H:50]2[CH2:54][CH2:55][CH2:56][C@@H:57]([C:58]3[O:59][CH:60]=[N:61][N:62]=3)[N:49]2[C:48]1=[O:63].